This data is from Catalyst prediction with 721,799 reactions and 888 catalyst types from USPTO. The task is: Predict which catalyst facilitates the given reaction. (1) Reactant: [Cl:1][C:2]1[CH:7]=[CH:6][CH:5]=[CH:4][C:3]=1[N:8]1[C:12]([CH2:13][NH:14][C:15]2[CH:20]=[CH:19][C:18]([C:21]3[CH:26]=[CH:25][CH:24]=[C:23]([S:27]([CH3:30])(=[O:29])=[O:28])[CH:22]=3)=[CH:17][CH:16]=2)=[CH:11][C:10]([C:31]([F:34])([F:33])[F:32])=[N:9]1.CO.C=O.[C:39]([BH3-])#N.[Na+]. Product: [Cl:1][C:2]1[CH:7]=[CH:6][CH:5]=[CH:4][C:3]=1[N:8]1[C:12]([CH2:13][N:14]([CH3:39])[C:15]2[CH:16]=[CH:17][C:18]([C:21]3[CH:26]=[CH:25][CH:24]=[C:23]([S:27]([CH3:30])(=[O:28])=[O:29])[CH:22]=3)=[CH:19][CH:20]=2)=[CH:11][C:10]([C:31]([F:34])([F:32])[F:33])=[N:9]1. The catalyst class is: 15. (2) Reactant: [Cl:1][C:2]1[CH:3]=[C:4]([CH3:29])[C:5]2[N:10]=[C:9]([C:11]3[N:15]([C:16]4[C:21]([Cl:22])=[CH:20][CH:19]=[CH:18][N:17]=4)[N:14]=[C:13]([C:23]([F:26])([F:25])[F:24])[CH:12]=3)[O:8][C:7](=[O:27])[C:6]=2[CH:28]=1.C(N(CC)CC)C.Br.[S:38]1[CH2:41][CH:40]([NH2:42])[CH2:39]1.O. Product: [Cl:1][C:2]1[CH:28]=[C:6]([C:7](=[O:27])[NH:42][CH:40]2[CH2:41][S:38][CH2:39]2)[C:5]([NH:10][C:9]([C:11]2[N:15]([C:16]3[C:21]([Cl:22])=[CH:20][CH:19]=[CH:18][N:17]=3)[N:14]=[C:13]([C:23]([F:24])([F:25])[F:26])[CH:12]=2)=[O:8])=[C:4]([CH3:29])[CH:3]=1. The catalyst class is: 7. (3) Reactant: [Cl:18][C:13]1[CH:12]=[C:11]([S:10][S:10][C:11]2[CH:16]=[CH:15][C:14]([Cl:17])=[C:13]([Cl:18])[CH:12]=2)[CH:16]=[CH:15][C:14]=1[Cl:17].[CH:19]([C:22]1[C:27]2[CH:28]=[C:29]3[N:33]([C:26]=2[CH:25]=[CH:24][N:23]=1)[CH2:32][CH2:31][CH:30]3[CH2:34][C:35]([O:37][CH2:38][CH3:39])=[O:36])([CH3:21])[CH3:20].C([O-])(O)=O.[Na+].CCOC(C)=O. Product: [Cl:18][C:13]1[CH:12]=[C:11]([S:10][C:28]2[C:27]3[C:22]([CH:19]([CH3:20])[CH3:21])=[N:23][CH:24]=[CH:25][C:26]=3[N:33]3[C:29]=2[CH:30]([CH2:34][C:35]([O:37][CH2:38][CH3:39])=[O:36])[CH2:31][CH2:32]3)[CH:16]=[CH:15][C:14]=1[Cl:17]. The catalyst class is: 59. (4) Reactant: [CH3:1][O:2][C:3]1[CH:20]=[CH:19][C:6]([CH2:7][NH:8][S:9]([NH:12][CH2:13][C:14](OCC)=[O:15])(=[O:11])=[O:10])=[CH:5][CH:4]=1.C[O-].[Na+].Cl. Product: [CH3:1][O:2][C:3]1[CH:20]=[CH:19][C:6]([CH2:7][N:8]2[C:14](=[O:15])[CH2:13][NH:12][S:9]2(=[O:11])=[O:10])=[CH:5][CH:4]=1. The catalyst class is: 5. (5) Reactant: C([O:4][CH2:5][C@@H:6]1[C@@H:11]([O:12]C(=O)C)[C@H:10]([O:16]C(=O)C)[C@@:9]([O:21]C(=O)C)([CH3:20])[C@@H:8]([O:25][C:26]2[CH:31]=[CH:30][C:29]([CH:32]3[CH2:34][CH:33]3[C:35]3[CH:40]=[CH:39][C:38]([O:41][C@@H:42]4[C@:47]([O:49]C(=O)C)([CH3:48])[C@@H:46]([O:53]C(=O)C)[C@H:45]([O:57]C(=O)C)[C@@H:44]([CH2:61][O:62]C(=O)C)[O:43]4)=[C:37]([CH3:66])[CH:36]=3)=[CH:28][C:27]=2[CH3:67])[O:7]1)(=O)C.C[O-].[Na+].CC(O)=O. Product: [OH:62][CH2:61][C@H:44]1[O:43][C@H:42]([O:41][C:38]2[CH:39]=[CH:40][C:35]([CH:33]3[CH2:34][CH:32]3[C:29]3[CH:30]=[CH:31][C:26]([O:25][C@@H:8]4[C@:9]([OH:21])([CH3:20])[C@@H:10]([OH:16])[C@H:11]([OH:12])[C@@H:6]([CH2:5][OH:4])[O:7]4)=[C:27]([CH3:67])[CH:28]=3)=[CH:36][C:37]=2[CH3:66])[C@@:47]([CH3:48])([OH:49])[C@@H:46]([OH:53])[C@@H:45]1[OH:57]. The catalyst class is: 5.